From a dataset of Full USPTO retrosynthesis dataset with 1.9M reactions from patents (1976-2016). Predict the reactants needed to synthesize the given product. (1) Given the product [C:1]1([C@@H:7]([NH:9][C:10]2[N:15]=[C:14]([C:16]3[CH:17]=[C:18]([CH:21]=[CH:22][CH:23]=3)[CH:19]=[C:28]3[S:24][C:25](=[O:30])[NH:26][C:27]3=[O:29])[CH:13]=[N:12][CH:11]=2)[CH3:8])[CH:2]=[CH:3][CH:4]=[CH:5][CH:6]=1, predict the reactants needed to synthesize it. The reactants are: [C:1]1([C@@H:7]([NH:9][C:10]2[N:15]=[C:14]([C:16]3[CH:17]=[C:18]([CH:21]=[CH:22][CH:23]=3)[CH:19]=O)[CH:13]=[N:12][CH:11]=2)[CH3:8])[CH:6]=[CH:5][CH:4]=[CH:3][CH:2]=1.[S:24]1[CH2:28][C:27](=[O:29])[NH:26][C:25]1=[O:30].N1CCCCC1. (2) Given the product [CH2:2]([O:4][C:5](=[O:18])/[CH:6]=[CH:7]/[C:8]1[CH:17]=[CH:16][CH:15]=[C:14]2[C:9]=1[CH2:10][CH2:11][N:12]([CH2:26][CH2:27][O:28][CH3:29])[CH2:13]2)[CH3:3], predict the reactants needed to synthesize it. The reactants are: Cl.[CH2:2]([O:4][C:5](=[O:18])/[CH:6]=[CH:7]/[C:8]1[CH:17]=[CH:16][CH:15]=[C:14]2[C:9]=1[CH2:10][CH2:11][NH:12][CH2:13]2)[CH3:3].C([O-])([O-])=O.[K+].[K+].Br[CH2:26][CH2:27][O:28][CH3:29].O. (3) Given the product [CH2:20]([O:22][C:23]1[CH:24]=[C:25]([CH:28]=[C:29]([O:32][CH2:33][CH3:34])[C:30]=1[F:31])[CH2:26][N:13]1[CH2:12][CH2:11][CH:10]([NH:9][C:7]2[N:8]=[C:3]([O:2][CH3:1])[N:4]=[C:5]([NH:16][CH2:17][CH2:18][OH:19])[N:6]=2)[CH2:15][CH2:14]1)[CH3:21], predict the reactants needed to synthesize it. The reactants are: [CH3:1][O:2][C:3]1[N:8]=[C:7]([NH:9][CH:10]2[CH2:15][CH2:14][NH:13][CH2:12][CH2:11]2)[N:6]=[C:5]([NH:16][CH2:17][CH2:18][OH:19])[N:4]=1.[CH2:20]([O:22][C:23]1[CH:24]=[C:25]([CH:28]=[C:29]([O:32][CH2:33][CH3:34])[C:30]=1[F:31])[CH:26]=O)[CH3:21].C(N(C(C)C)C(C)C)C.C(O)(=O)C.C([BH3-])#N.[Na+].C(=O)([O-])[O-].[Na+].[Na+]. (4) The reactants are: [NH:1]1[C:5]2=[CH:6][N:7]=[CH:8][CH:9]=[C:4]2[CH:3]=[C:2]1[C:10](=O)[CH3:11].[C:13]([NH:16][NH2:17])([NH2:15])=[NH:14].[ClH:18]. Given the product [ClH:18].[ClH:18].[NH:1]1[C:5]2=[CH:6][N:7]=[CH:8][CH:9]=[C:4]2[CH:3]=[C:2]1[C:10](=[N:17][NH:16][C:13]([NH2:15])=[NH:14])[CH3:11], predict the reactants needed to synthesize it. (5) Given the product [C:54]12([CH2:64][C:65]([NH:39][C:37]3[C:36]([C:40]([F:43])([F:41])[F:42])=[N:35][N:34]([C:29]4[N:28]=[CH:33][CH:32]=[CH:31][N:30]=4)[CH:38]=3)=[O:66])[CH2:61][CH:60]3[CH2:59][CH:58]([CH2:57][CH:56]([CH2:62]3)[CH2:55]1)[CH2:63]2, predict the reactants needed to synthesize it. The reactants are: F[P-](F)(F)(F)(F)F.N1(O[P+](N(C)C)(N(C)C)N(C)C)C2C=CC=CC=2N=N1.[N:28]1[CH:33]=[CH:32][CH:31]=[N:30][C:29]=1[N:34]1[CH:38]=[C:37]([NH2:39])[C:36]([C:40]([F:43])([F:42])[F:41])=[N:35]1.C1C=CC2N(O)N=NC=2C=1.[C:54]12([CH2:64][C:65](O)=[O:66])[CH2:63][CH:58]3[CH2:59][CH:60]([CH2:62][CH:56]([CH2:57]3)[CH2:55]1)[CH2:61]2.CCN(C(C)C)C(C)C. (6) Given the product [N+:3]([C:6]1[CH:14]=[C:13]2[C:9]([CH:10]=[CH:11][N:12]2[CH2:25][O:15][C:16]2[CH:17]=[C:18]([CH:21]=[CH:22][CH:23]=2)[C:19]#[N:20])=[CH:8][CH:7]=1)([O-:5])=[O:4], predict the reactants needed to synthesize it. The reactants are: [H-].[Na+].[N+:3]([C:6]1[CH:14]=[C:13]2[C:9]([CH:10]=[CH:11][NH:12]2)=[CH:8][CH:7]=1)([O-:5])=[O:4].[OH:15][C:16]1[CH:17]=[C:18]([CH:21]=[CH:22][CH:23]=1)[C:19]#[N:20].I[CH2:25]I. (7) Given the product [OH:19][C:16]1[CH:17]=[CH:18][C:13]([C:11](=[O:12])[CH2:10][CH2:9][CH2:8][N:5]2[CH2:4][CH:3]=[C:2]([CH2:21][C:22]3[CH:23]=[CH:24][C:25]([CH3:28])=[CH:26][CH:27]=3)[CH2:7][CH2:6]2)=[CH:14][CH:15]=1, predict the reactants needed to synthesize it. The reactants are: O[C:2]1([CH2:21][C:22]2[CH:27]=[CH:26][C:25]([CH3:28])=[CH:24][CH:23]=2)[CH2:7][CH2:6][N:5]([CH2:8][CH2:9][CH2:10][C:11]([C:13]2[CH:18]=[CH:17][C:16]([O:19]C)=[CH:15][CH:14]=2)=[O:12])[CH2:4][CH2:3]1.Cl.N1C=CC=CC=1.C([O-])(O)=O.[Na+].